From a dataset of Reaction yield outcomes from USPTO patents with 853,638 reactions. Predict the reaction yield, written as a fraction of the theoretical maximum amount of product (1.0 means a 100% yield; for example, 0.34 means a 34% yield). The reactants are Br[C:2]1[C:10]2[O:9][C:8]([C:11]3[CH:16]=[CH:15][C:14]([OH:17])=[CH:13][CH:12]=3)=[N:7][C:6]=2[CH:5]=[C:4]([OH:18])[CH:3]=1.C[O-].[Na+].[C:22](OCC)(=[O:24])C. The catalyst is CN(C)C=O.Cl.[Cu]Br. The product is [OH:17][C:14]1[CH:15]=[CH:16][C:11]([C:8]2[O:9][C:10]3[C:2]([O:24][CH3:22])=[CH:3][C:4]([OH:18])=[CH:5][C:6]=3[N:7]=2)=[CH:12][CH:13]=1. The yield is 0.600.